This data is from Forward reaction prediction with 1.9M reactions from USPTO patents (1976-2016). The task is: Predict the product of the given reaction. The product is: [CH:18]1([C:21]2[CH:22]=[C:23]([CH:26]=[C:27]([O:11][CH2:12][C@H:13]3[CH2:15][C:14]3([F:16])[F:17])[C:28]=2[I:29])[CH:24]=[O:25])[CH2:19][CH2:20]1. Given the reactants CC1C=CC(S([O:11][CH2:12][C@H:13]2[CH2:15][C:14]2([F:17])[F:16])(=O)=O)=CC=1.[CH:18]1([C:21]2[CH:22]=[C:23]([CH:26]=[C:27](O)[C:28]=2[I:29])[CH:24]=[O:25])[CH2:20][CH2:19]1.C(=O)([O-])[O-].[K+].[K+].CN(C=O)C, predict the reaction product.